From a dataset of Catalyst prediction with 721,799 reactions and 888 catalyst types from USPTO. Predict which catalyst facilitates the given reaction. (1) Reactant: Br[C:2]1[C:15]2[CH:16]=[CH:17][CH:18]=[CH:19][C:14]=2[C:13]2[C:12]3[CH:11]=[CH:10][CH:9]=[CH:8][C:7]=3[CH:6]=[CH:5][C:4]=2[CH:3]=1.[B:20](OC)([O:23]C)[O:21]C.O. Product: [CH:19]1[C:14]2[C:13]3[C:12]4[CH:11]=[CH:10][CH:9]=[CH:8][C:7]=4[CH:6]=[CH:5][C:4]=3[CH:3]=[C:2]([B:20]([OH:23])[OH:21])[C:15]=2[CH:16]=[CH:17][CH:18]=1. The catalyst class is: 323. (2) Reactant: O[C:2]1[N:3]=[CH:4][C:5]([C:8]([OH:10])=O)=[N:6][CH:7]=1.C(N(C(C)C)CC)(C)C.[CH3:20][N:21]1[CH2:26][CH2:25][NH:24][CH2:23][CH2:22]1.O.S(Cl)([Cl:30])=O. Product: [Cl:30][C:2]1[CH:7]=[N:6][C:5]([C:8]([N:24]2[CH2:25][CH2:26][N:21]([CH3:20])[CH2:22][CH2:23]2)=[O:10])=[CH:4][N:3]=1. The catalyst class is: 9. (3) Product: [C:2]1([C:8]2[CH:13]=[CH:12][N:11]=[C:10]([NH2:14])[CH:9]=2)[CH:3]=[CH:4][CH:5]=[CH:6][CH:7]=1. The catalyst class is: 25. Reactant: Cl.[C:2]1([C:8]2[CH:13]=[CH:12][N:11]=[C:10]([NH:14]C(=O)OC(C)(C)C)[CH:9]=2)[CH:7]=[CH:6][CH:5]=[CH:4][CH:3]=1. (4) Reactant: [Br:1][C:2]1[CH:3]=[C:4]([CH:12]=[CH:13][CH:14]=1)[O:5][CH2:6][CH2:7][CH2:8][C:9]([OH:11])=O. Product: [Br:1][C:2]1[CH:14]=[CH:13][C:12]2[C:9](=[O:11])[CH2:8][CH2:7][CH2:6][O:5][C:4]=2[CH:3]=1. The catalyst class is: 11.